This data is from Forward reaction prediction with 1.9M reactions from USPTO patents (1976-2016). The task is: Predict the product of the given reaction. (1) Given the reactants [NH2:1][C:2]1[N:11]=[C:10]([CH3:12])[C:9]2[C:8](=[N:13][OH:14])[CH2:7][CH:6]([C:15]3[CH:20]=[CH:19][CH:18]=[CH:17][C:16]=3[C:21]3[CH:26]=[CH:25][CH:24]=[CH:23][CH:22]=3)[CH2:5][C:4]=2[N:3]=1.Cl.Cl.Cl[CH2:30][CH2:31][CH2:32][N:33]1[CH2:38][CH2:37][N:36]([CH3:39])[CH2:35][CH2:34]1.[H-].[Na+].CN(C)CCCON=C1CC(C2C=C(F)C=CC=2C2C=CC=CC=2)CC2N=C(N)N=C(C)C1=2, predict the reaction product. The product is: [CH3:39][N:36]1[CH2:37][CH2:38][N:33]([CH2:32][CH2:31][CH2:30][O:14][N:13]=[C:8]2[CH2:7][CH:6]([C:15]3[CH:20]=[CH:19][CH:18]=[CH:17][C:16]=3[C:21]3[CH:26]=[CH:25][CH:24]=[CH:23][CH:22]=3)[CH2:5][C:4]3[N:3]=[C:2]([NH2:1])[N:11]=[C:10]([CH3:12])[C:9]2=3)[CH2:34][CH2:35]1. (2) The product is: [NH2:8][C:9]1[CH:10]=[C:11]([CH2:16][C:17]([CH3:26])([CH3:25])[C:18]([O:20][C:21]([CH3:24])([CH3:23])[CH3:22])=[O:19])[CH:12]=[CH:13][C:14]=1[Cl:15]. Given the reactants C([NH:8][C:9]1[CH:10]=[C:11]([CH2:16][C:17]([CH3:26])([CH3:25])[C:18]([O:20][C:21]([CH3:24])([CH3:23])[CH3:22])=[O:19])[CH:12]=[CH:13][C:14]=1[Cl:15])C1C=CC=CC=1, predict the reaction product.